This data is from Catalyst prediction with 721,799 reactions and 888 catalyst types from USPTO. The task is: Predict which catalyst facilitates the given reaction. (1) Reactant: [CH2:1]([O:3][C:4]([C:6]1[S:10][C:9]([NH2:11])=[N:8][C:7]=1[CH3:12])=[O:5])[CH3:2].[CH3:13][S:14](Cl)(=[O:16])=[O:15]. Product: [CH2:1]([O:3][C:4]([C:6]1[S:10][C:9]([NH:11][S:14]([CH3:13])(=[O:16])=[O:15])=[N:8][C:7]=1[CH3:12])=[O:5])[CH3:2]. The catalyst class is: 272. (2) The catalyst class is: 43. Product: [NH2:5][CH2:4][CH:3]([NH:16][C:17](=[O:23])[O:18][C:19]([CH3:21])([CH3:20])[CH3:22])[C:2]([F:25])([F:1])[F:24]. Reactant: [F:1][C:2]([F:25])([F:24])[CH:3]([NH:16][C:17](=[O:23])[O:18][C:19]([CH3:22])([CH3:21])[CH3:20])[CH2:4][NH:5]C(=O)OCC1C=CC=CC=1. (3) Reactant: [Cl:1][C:2]1[CH:22]=[CH:21][CH:20]=[CH:19][C:3]=1[C:4]([NH:6][C:7]1[C:8]([CH3:18])=[N:9][NH:10][C:11]=1[C:12]1[CH:17]=[CH:16][CH:15]=[CH:14][CH:13]=1)=O. Product: [Cl:1][C:2]1[CH:22]=[CH:21][CH:20]=[CH:19][C:3]=1[C:4]1[C:13]2[CH:14]=[CH:15][CH:16]=[CH:17][C:12]=2[C:11]2[NH:10][N:9]=[C:8]([CH3:18])[C:7]=2[N:6]=1. The catalyst class is: 6.